This data is from Drug-target binding data from BindingDB using IC50 measurements. The task is: Regression. Given a target protein amino acid sequence and a drug SMILES string, predict the binding affinity score between them. We predict pIC50 (pIC50 = -log10(IC50 in M); higher means more potent). Dataset: bindingdb_ic50. The target protein (Q9GT49) has sequence MPTLQSLAVPFGCVQGYAPGGIPAYSNKHESYFSGERSIDGNLFCGFKYQCVEFARRWLFERKSLVLPDVDWAVHIFNLKEVSDARTGKPVRCVAIRNGTAAKPVVDSLLIYPSDDYSPVGHVAAITEVGDKWVRIADQNHRFHKWDANYAAELPLIHEKGVWTILDPLEDEVLKPLGWVTFPDTPDRNPNEPLVLHESLHFKRGELPTLRRLTFTPTSREKDWLDLTNEAEAYFADVCGIDVKNPKLEKASYYQMNRELYLDCAKYGNQLHQMFLEATKFVLGSDELLRLFCIPEEYWPRLRHSWETQPHAITGRFDFAFDEDTQQFKCFEYNADSASTLLECGVIQQKWARSVGLDDGTTYSSGSLVSSRLQLAWEMAEVTGRVHFLIDNDDEEHYTALYVMQHASAAGLETKLCVLFDEFHFDENGVVVDSDGVAVTTVWKTWMWETAIADHQKARVQRGNDWRPTPKDEVRLCDILLGPNWDLRVFEPMWKIIPSN.... The pIC50 is 7.0. The drug is CC(C)(C)C(=O)Cn1nc(-c2cccc(F)c2)c2ccccc21.